From a dataset of Forward reaction prediction with 1.9M reactions from USPTO patents (1976-2016). Predict the product of the given reaction. (1) Given the reactants COC1C=CC(C[O:8][C:9]2[C:18]3[C:13](=[C:14]([Cl:21])[C:15]([O:19][CH3:20])=[CH:16][CH:17]=3)[N:12]=[C:11]([C:22]3[S:23][CH:24]=[C:25]([CH3:27])[N:26]=3)[CH:10]=2)=CC=1, predict the reaction product. The product is: [Cl:21][C:14]1[C:15]([O:19][CH3:20])=[CH:16][CH:17]=[C:18]2[C:13]=1[N:12]=[C:11]([C:22]1[S:23][CH:24]=[C:25]([CH3:27])[N:26]=1)[CH:10]=[C:9]2[OH:8]. (2) The product is: [CH:32]1(/[C:29](=[C:19]2\[C:20]3[CH:27]=[CH:26][C:25]([F:28])=[CH:24][C:21]=3[O:22][CH2:23][C:17]3[CH:16]=[C:15]([CH2:14][N:8]4[C:7]5[CH:9]=[CH:10][CH:11]=[CH:12][C:6]=5[N:5]=[C:4]4[CH2:1][CH2:2][CH3:3])[CH:36]=[CH:35][C:18]\2=3)/[C:30]#[N:31])[CH2:34][CH2:33]1. Given the reactants [CH2:1]([C:4]1[NH:8][C:7]2[CH:9]=[CH:10][CH:11]=[CH:12][C:6]=2[N:5]=1)[CH2:2][CH3:3].Br[CH2:14][C:15]1[CH:36]=[CH:35][C:18]2/[C:19](=[C:29](/[CH:32]3[CH2:34][CH2:33]3)\[C:30]#[N:31])/[C:20]3[CH:27]=[CH:26][C:25]([F:28])=[CH:24][C:21]=3[O:22][CH2:23][C:17]=2[CH:16]=1, predict the reaction product. (3) The product is: [ClH:1].[Cl:1][C:2]1[CH:24]=[CH:23][C:5]([CH2:6][C:7]2[C:8]3[CH:21]=[CH:20][CH:19]=[CH:18][C:9]=3[S:10][CH2:11][CH2:12][C:13]=2[CH2:14][N:15]([CH3:17])[CH3:16])=[CH:4][CH:3]=1. Given the reactants [Cl:1][C:2]1[CH:24]=[CH:23][C:5]([CH2:6][C:7]2(O)[CH:13]([CH2:14][N:15]([CH3:17])[CH3:16])[CH2:12][CH2:11][S:10][C:9]3[CH:18]=[CH:19][CH:20]=[CH:21][C:8]2=3)=[CH:4][CH:3]=1.CS(O)(=O)=O.N[C@H](C(O)=O)CCSC, predict the reaction product. (4) Given the reactants [CH2:1]([O:8][C:9]1[C:10]([CH3:19])=[CH:11][C:12]([F:18])=[C:13]([N+:15]([O-])=O)[CH:14]=1)[C:2]1[CH:7]=[CH:6][CH:5]=[CH:4][CH:3]=1, predict the reaction product. The product is: [CH2:1]([O:8][C:9]1[C:10]([CH3:19])=[CH:11][C:12]([F:18])=[C:13]([CH:14]=1)[NH2:15])[C:2]1[CH:3]=[CH:4][CH:5]=[CH:6][CH:7]=1. (5) Given the reactants [C:1]([CH:3]1[CH2:6][N:5]([C:7](=[O:31])[C@H:8]([NH:10][C:11]([C:13]2[C:21]3[C:16](=[N:17][CH:18]=[C:19](Br)[N:20]=3)[N:15]([CH2:23][O:24][CH2:25][CH2:26][Si:27]([CH3:30])([CH3:29])[CH3:28])[CH:14]=2)=[O:12])[CH3:9])[CH2:4]1)#[N:2].C([Sn](CCCC)(CCCC)[C:37]1[N:41]2[CH:42]=[CH:43][CH:44]=[CH:45][C:40]2=[N:39][CH:38]=1)CCC, predict the reaction product. The product is: [C:1]([CH:3]1[CH2:6][N:5]([C:7](=[O:31])[C@H:8]([NH:10][C:11]([C:13]2[C:21]3[C:16](=[N:17][CH:18]=[C:19]([C:37]4[N:41]5[CH:42]=[CH:43][CH:44]=[CH:45][C:40]5=[N:39][CH:38]=4)[N:20]=3)[N:15]([CH2:23][O:24][CH2:25][CH2:26][Si:27]([CH3:30])([CH3:29])[CH3:28])[CH:14]=2)=[O:12])[CH3:9])[CH2:4]1)#[N:2].